This data is from Experimentally validated miRNA-target interactions with 360,000+ pairs, plus equal number of negative samples. The task is: Binary Classification. Given a miRNA mature sequence and a target amino acid sequence, predict their likelihood of interaction. (1) The miRNA is dre-miR-133a-3p with sequence UUUGGUCCCCUUCAACCAGCUG. The protein sequence of the target gene is MFLGTGEPALDTGDDSLSAVTFDSDVETKAKRKAFHKPPPTSPKSPYLSKPRKVASWRSLRTAGSMPLGGRASLTPQKLWLGTAKPGSLTQALNSPLTWEHAWTGVPGGTPDCLTDTFRVKRPHLRRSASNGHVPGTPVYREKEDMYDEIIELKKSLHVQKSDVDLMRTKLRRLEEENSRKDRQIEQLLDPSRGTDFVRTLAEKRPDASWVINGLKQRILKLEQQCKEKDGTISKLQTDMKTTNLEEMRIAMETYYEEVHRLQTLLASSETTGKKPLGEKKTGAKRQKKMGSALLSLSRS.... Result: 0 (no interaction). (2) The miRNA is hsa-miR-300 with sequence UAUACAAGGGCAGACUCUCUCU. The protein sequence of the target gene is MSASAQQLAEELQIFGLDCEEALIEKLVELCVQYGQNEEGMVGELIAFCTSTHKVGLTSEILNSFEHEFLSKRLSKARHSTCKDSGHAGARDIVSIQELIEVEEEEEILLNSYTTPSKGSQKRAISTPETPLTKRSVSTRSPHQLLSPSSFSPSATPSQKYNSRSNRGEVVTSFGLAQGVSWSGRGGAGNISLKVLGCPEALTGSYKSMFQKLPDIREVLTCKIEELGSELKEHYKIEAFTPLLAPAQEPVTLLGQIGCDSNGKLNNKSVILEGDREHSSGAQIPVDLSELKEYSLFPGQ.... Result: 1 (interaction). (3) The miRNA is hsa-miR-21-5p with sequence UAGCUUAUCAGACUGAUGUUGA. The protein sequence of the target gene is MRFRFGVVVPPAVAGARPELLVVGSRPELGRWEPRGAVRLRPAGTAAGDGALALQEPGLWLGEVELAAEEAAQDGAEPGRVDTFWYKFLKREPGGELSWEGNGPHHDRCCTYNENNLVDGVYCLPIGHWIEATGHTNEMKHTTDFYFNIAGHQAMHYSRILPNIWLGSCPRQVEHVTIKLKHELGITAVMNFQTEWDIVQNSSGCNRYPEPMTPDTMIKLYREEGLAYIWMPTPDMSTEGRVQMLPQAVCLLHALLEKGHIVYVHCNAGVGRSTAAVCGWLQYVMGWNLRKVQYFLMAKR.... Result: 1 (interaction). (4) The miRNA is mmu-miR-694 with sequence CUGAAAAUGUUGCCUGAAG. The protein sequence of the target gene is MDLFGDLPEPERSPRPAAGKEAQKGPLLFDDLPPASSTDSGSGGPLLFDDLPPASSGDSGSLATSISQMVKTEGKGAKRKTSEEEKNGSEELVEKKVCKASSVIFGLKGYVAERKGEREEMQDAHVILNDITEECRPPSSLITRVSYFAVFDGHGGIRASKFAAQNLHQNLIRKFPKGDVISVEKTVKRCLLDTFKHTDEEFLKQASSQKPAWKDGSTATCVLAVDNILYIANLGDSRAILCRYNEESQKHAALSLSKEHNPTQYEERMRIQKAGGNVRDGRVLGVLEVSRSIGDGQYKR.... Result: 0 (no interaction). (5) The miRNA is hsa-miR-5581-5p with sequence AGCCUUCCAGGAGAAAUGGAGA. The protein sequence of the target gene is MAPNTSTMDETGLPVERDFSFRILTACFLSLLILSTLLGNTLVCAAVIRFRHLRSKVTNFFVISLAVSDLLVAVLVMPWKAVAEIAGFWPFGSFCNIWVAFDIMCSTASILNLCVISVDRYWAISSPFQYERKMTPKAAFILISVAWTLSVLISFIPVQLSWHKAKPTWPLDGNFTSLEDAEDDNCDTRLSRTYAISSSLISFYIPVAIMIVTYTSIYRIAQKQIRRISALERAAVHAKNCQTTTGNGNPVECSQSESSFKMSFKRETKVLKTLSVIMGVFVCCWLPFFISNCMVPFCGS.... Result: 0 (no interaction). (6) The miRNA is hsa-miR-4758-5p with sequence GUGAGUGGGAGCCGGUGGGGCUG. The protein sequence of the target gene is MHYYRYSNAKVSCWYKYLLFSYNIIFWLAGVVFLGVGLWAWSEKGVLSDLTKVTRMHGIDPVVLVLMVGVVMFTLGFAGCVGALRENICLLNFFCGTIVLIFFLELAVAVLAFLFQDWVRDRFREFFESNIKSYRDDIDLQNLIDSLQKANQCCGAYGPEDWDLNVYFNCSGASYSREKCGVPFSCCVPDPAQKVVNTQCGYDVRIQLKSKWDESIFTKGCIQALESWLPRNIYIVAGVFIAISLLQIFGIFLARTLISDIEAVKAGHHF. Result: 1 (interaction).